Dataset: Catalyst prediction with 721,799 reactions and 888 catalyst types from USPTO. Task: Predict which catalyst facilitates the given reaction. (1) Reactant: [F:1][C:2]([F:15])([F:14])[C:3]1[CH:9]=[C:8]([C:10]([F:13])([F:12])[F:11])[CH:7]=[CH:6][C:4]=1[NH2:5].[C:16]([C:18]1[CH:23]=[CH:22][C:21](F)=[CH:20][N:19]=1)#[N:17]. Product: [NH2:17][CH2:16][C:18]1[N:19]=[CH:20][C:21]([NH:5][C:4]2[CH:6]=[CH:7][C:8]([C:10]([F:12])([F:11])[F:13])=[CH:9][C:3]=2[C:2]([F:14])([F:15])[F:1])=[CH:22][CH:23]=1. The catalyst class is: 181. (2) Reactant: Cl[C:2]1[N:7]=[C:6]([S:8][CH3:9])[N:5]=[C:4]([NH:10][CH2:11][CH2:12][C:13]2[CH:18]=[CH:17][C:16]([O:19][CH3:20])=[C:15]([O:21][CH3:22])[CH:14]=2)[CH:3]=1.[CH2:23]([O:25][C:26](=[O:34])[C:27]1[CH:32]=[CH:31][CH:30]=[C:29]([OH:33])[CH:28]=1)[CH3:24].C([O-])([O-])=O.[Cs+].[Cs+]. Product: [CH2:23]([O:25][C:26](=[O:34])[C:27]1[CH:32]=[CH:31][CH:30]=[C:29]([O:33][C:2]2[CH:3]=[C:4]([NH:10][CH2:11][CH2:12][C:13]3[CH:18]=[CH:17][C:16]([O:19][CH3:20])=[C:15]([O:21][CH3:22])[CH:14]=3)[N:5]=[C:6]([S:8][CH3:9])[N:7]=2)[CH:28]=1)[CH3:24]. The catalyst class is: 18. (3) Reactant: [CH2:1]([O:8][C:9]1[CH:14]=[CH:13][C:12]([N:15]2[C:19]([CH3:20])=[C:18]([C:21]([O:23]CC)=[O:22])[N:17]=[C:16]2[C:26]2[CH:31]=[CH:30][CH:29]=[CH:28][C:27]=2[Cl:32])=[CH:11][CH:10]=1)[C:2]1[CH:7]=[CH:6][CH:5]=[CH:4][CH:3]=1.[Li+].[OH-].[OH-].[Na+]. Product: [CH2:1]([O:8][C:9]1[CH:10]=[CH:11][C:12]([N:15]2[C:19]([CH3:20])=[C:18]([C:21]([OH:23])=[O:22])[N:17]=[C:16]2[C:26]2[CH:31]=[CH:30][CH:29]=[CH:28][C:27]=2[Cl:32])=[CH:13][CH:14]=1)[C:2]1[CH:3]=[CH:4][CH:5]=[CH:6][CH:7]=1. The catalyst class is: 20. (4) Reactant: [F:1][CH:2]([F:25])[O:3][C:4]1[CH:9]=[CH:8][C:7]([C:10]2[CH:11]=[N:12][C:13]([NH:16][C:17]3[CH:22]=[CH:21][C:20]([CH3:23])=[C:19]([NH2:24])[CH:18]=3)=[N:14][CH:15]=2)=[CH:6][CH:5]=1.ClC(OC1C=CC([N+]([O-])=O)=CC=1)=[O:28].N1C=CC=CC=1.[CH2:45]([N:52]1[CH2:57][CH2:56][N:55](C(OCC)=O)[CH:54]([C:63]([F:66])([F:65])[F:64])[CH2:53]1)C1C=CC=CC=1.CSC.CS(O)(=O)=O. Product: [F:25][CH:2]([F:1])[O:3][C:4]1[CH:9]=[CH:8][C:7]([C:10]2[CH:15]=[N:14][C:13]([NH:16][C:17]3[CH:22]=[CH:21][C:20]([CH3:23])=[C:19]([NH:24][C:45]([N:52]4[CH2:57][CH2:56][NH:55][CH:54]([C:63]([F:66])([F:65])[F:64])[CH2:53]4)=[O:28])[CH:18]=3)=[N:12][CH:11]=2)=[CH:6][CH:5]=1. The catalyst class is: 2. (5) Reactant: [CH2:1]([O:8][C:9]1[CH:10]=[CH:11][C:12]([CH:16]=[CH:17][CH2:18][CH3:19])=[C:13]([OH:15])[CH:14]=1)[C:2]1[CH:7]=[CH:6][CH:5]=[CH:4][CH:3]=1.[CH3:20][C:21]1[O:25][C:24]([C:26]2[CH:31]=[CH:30][CH:29]=[CH:28][CH:27]=2)=[N:23][C:22]=1[CH2:32][CH2:33]OS(C1C=CC(C)=CC=1)(=O)=O.C(=O)([O-])[O-].[Cs+].[Cs+]. Product: [CH2:1]([O:8][C:9]1[CH:10]=[CH:11][C:12]([CH:16]=[CH:17][CH2:18][CH3:19])=[C:13]([CH:14]=1)[O:15][CH2:33][CH2:32][C:22]1[N:23]=[C:24]([C:26]2[CH:31]=[CH:30][CH:29]=[CH:28][CH:27]=2)[O:25][C:21]=1[CH3:20])[C:2]1[CH:3]=[CH:4][CH:5]=[CH:6][CH:7]=1. The catalyst class is: 3. (6) Reactant: [NH2:1][C:2]1[CH:12]=[CH:11][CH:10]=[CH:9][C:3]=1[C:4]([O:6][CH2:7][CH3:8])=[O:5].[Cl:13][CH2:14][CH2:15][CH2:16][C:17](Cl)=[O:18].O. Product: [Cl:13][CH2:14][CH2:15][CH2:16][C:17]([NH:1][C:2]1[CH:12]=[CH:11][CH:10]=[CH:9][C:3]=1[C:4]([O:6][CH2:7][CH3:8])=[O:5])=[O:18]. The catalyst class is: 17. (7) Reactant: [C:1]([C:4]1[CH:13]([C:14]2[CH:21]=[CH:20][C:17]([C:18]#[N:19])=[CH:16][C:15]=2[O:22][C:23]([F:26])([F:25])[F:24])[C:12]2[C:11](=[O:27])[NH:10][CH:9]=[CH:8][C:7]=2[NH:6][C:5]=1[CH3:28])(=[O:3])[CH3:2].FC(F)(F)S(O[CH2:35][CH3:36])(=O)=O.C(=O)(O)[O-].[Na+]. Product: [C:1]([C:4]1[CH:13]([C:14]2[CH:21]=[CH:20][C:17]([C:18]#[N:19])=[CH:16][C:15]=2[O:22][C:23]([F:26])([F:25])[F:24])[C:12]2[C:7](=[CH:8][CH:9]=[N:10][C:11]=2[O:27][CH2:35][CH3:36])[NH:6][C:5]=1[CH3:28])(=[O:3])[CH3:2]. The catalyst class is: 1. (8) Reactant: CN([Si:4]([C:17]([CH3:20])([CH3:19])[CH3:18])([C:11]1[CH:16]=[CH:15][CH:14]=[CH:13][CH:12]=1)[C:5]1[CH:10]=[CH:9][CH:8]=[CH:7][CH:6]=1)O.N[OH:22].C([N:26]([CH2:30]C)C(C)C)(C)C.[C:32](Cl)(=[O:35])[CH:33]=[CH2:34]. Product: [CH3:30][N:26]([O:22][Si:4]([C:17]([CH3:19])([CH3:20])[CH3:18])([C:11]1[CH:12]=[CH:13][CH:14]=[CH:15][CH:16]=1)[C:5]1[CH:6]=[CH:7][CH:8]=[CH:9][CH:10]=1)[C:32](=[O:35])[CH:33]=[CH2:34]. The catalyst class is: 46.